This data is from Forward reaction prediction with 1.9M reactions from USPTO patents (1976-2016). The task is: Predict the product of the given reaction. (1) Given the reactants I[C:2]1[CH:18]=[CH:17][CH:16]=[CH:15][C:3]=1[C:4]([NH:6][C:7]1[CH:12]=[CH:11][CH:10]=[CH:9][C:8]=1[O:13][CH3:14])=[O:5].C([O-])([O-])=O.[K+].[K+].[N+:25]([C:28]1[CH:33]=[CH:32][C:31]([SH:34])=[CH:30][CH:29]=1)([O-:27])=[O:26].C(O)CO, predict the reaction product. The product is: [N+:25]([C:28]1[CH:33]=[CH:32][C:31]([S:34][C:2]2[CH:18]=[CH:17][CH:16]=[CH:15][C:3]=2[C:4]([NH:6][C:7]2[CH:12]=[CH:11][CH:10]=[CH:9][C:8]=2[O:13][CH3:14])=[O:5])=[CH:30][CH:29]=1)([O-:27])=[O:26]. (2) Given the reactants [Cl-].[Al+3].[Cl-].[Cl-].[C:5](Cl)(=[O:7])[CH3:6].[CH:9]([C:12]1[CH:20]=[C:15]2[CH:16]=[CH:17][CH:18]=[CH:19][N:14]2[N:13]=1)([CH3:11])[CH3:10].C([O-])(O)=O.[Na+], predict the reaction product. The product is: [CH:9]([C:12]1[C:20]([C:5](=[O:7])[CH3:6])=[C:15]2[CH:16]=[CH:17][CH:18]=[CH:19][N:14]2[N:13]=1)([CH3:11])[CH3:10]. (3) Given the reactants [SH:1][C:2]1[N:3]([CH3:7])[CH:4]=[CH:5][N:6]=1.Br[CH2:9][C:10]([C:12]1([C:17]2[CH:22]=[CH:21][C:20]([Cl:23])=[CH:19][CH:18]=2)[CH2:16][CH2:15][CH2:14][CH2:13]1)=[O:11].CCN(CC)CC, predict the reaction product. The product is: [Cl:23][C:20]1[CH:19]=[CH:18][C:17]([C:12]2([C:10](=[O:11])[CH2:9][S:1][C:2]3[N:3]([CH3:7])[CH:4]=[CH:5][N:6]=3)[CH2:16][CH2:15][CH2:14][CH2:13]2)=[CH:22][CH:21]=1.